The task is: Predict the reactants needed to synthesize the given product.. This data is from Full USPTO retrosynthesis dataset with 1.9M reactions from patents (1976-2016). (1) Given the product [C:17]1([C:20]2[CH:25]=[CH:24][CH:23]=[CH:22][CH:21]=2)[CH:18]=[CH:19][C:14]([NH:13][C:12]2[CH:11]=[N:10][CH:9]=[C:8]3[S:26][C:5]([C:3]([NH:28][NH2:29])=[O:2])=[CH:6][C:7]=23)=[CH:15][CH:16]=1, predict the reactants needed to synthesize it. The reactants are: C[O:2][C:3]([C:5]1[S:26][C:8]2=[CH:9][N:10]=[CH:11][C:12]([NH:13][C:14]3[CH:19]=[CH:18][C:17]([C:20]4[CH:25]=[CH:24][CH:23]=[CH:22][CH:21]=4)=[CH:16][CH:15]=3)=[C:7]2[CH:6]=1)=O.O.[NH2:28][NH2:29]. (2) Given the product [O:21]=[C:20]1[C:4]2[C:5]3[C:6](=[C:7]([C:11]4[CH:12]=[CH:13][CH:14]=[CH:15][CH:16]=4)[NH:8][C:9]=3[CH:10]=[C:2]([NH:1][C:48](=[O:49])[CH2:47][CH2:46][C:44]3[N:43]=[CH:42][N:41]([C:22]([C:35]4[CH:36]=[CH:37][CH:38]=[CH:39][CH:40]=4)([C:29]4[CH:30]=[CH:31][CH:32]=[CH:33][CH:34]=4)[C:23]4[CH:28]=[CH:27][CH:26]=[CH:25][CH:24]=4)[CH:45]=3)[CH:3]=2)[CH:17]=[N:18][NH:19]1, predict the reactants needed to synthesize it. The reactants are: [NH2:1][C:2]1[CH:3]=[C:4]2[C:20](=[O:21])[NH:19][N:18]=[CH:17][C:6]3=[C:7]([C:11]4[CH:16]=[CH:15][CH:14]=[CH:13][CH:12]=4)[NH:8][C:9]([CH:10]=1)=[C:5]23.[C:22]([N:41]1[CH:45]=[C:44]([CH2:46][CH2:47][C:48](O)=[O:49])[N:43]=[CH:42]1)([C:35]1[CH:40]=[CH:39][CH:38]=[CH:37][CH:36]=1)([C:29]1[CH:34]=[CH:33][CH:32]=[CH:31][CH:30]=1)[C:23]1[CH:28]=[CH:27][CH:26]=[CH:25][CH:24]=1.C(N(CC)CC)C.F[P-](F)(F)(F)(F)F.N1(OC(N(C)C)=[N+](C)C)C2N=CC=CC=2N=N1. (3) Given the product [Br:1][C:2]1[CH:3]=[CH:4][C:5]([N:8]2[CH2:13][CH2:12][N:11]([C:14]([O:15][CH2:16][C:17]([NH:19][CH3:20])=[O:18])=[O:21])[CH2:10][CH2:9]2)=[CH:6][CH:7]=1, predict the reactants needed to synthesize it. The reactants are: [Br:1][C:2]1[CH:7]=[CH:6][C:5]([N:8]2[CH2:13][CH2:12][NH:11][CH2:10][CH2:9]2)=[CH:4][CH:3]=1.[C:14](=O)([O:21]C1C=CC([N+]([O-])=O)=CC=1)[O:15][CH2:16][C:17]([NH:19][CH3:20])=[O:18]. (4) Given the product [CH3:18][O:17][C:16]1[CH:15]=[C:14]([O:19][CH3:20])[CH:13]=[C:12]([O:21][CH3:22])[C:11]=1[CH:10]1[CH2:9][NH:8][CH2:7][CH:6]1[CH2:4][OH:3], predict the reactants needed to synthesize it. The reactants are: C([O:3][C:4]([CH:6]1[CH:10]([C:11]2[C:16]([O:17][CH3:18])=[CH:15][C:14]([O:19][CH3:20])=[CH:13][C:12]=2[O:21][CH3:22])[CH2:9][NH:8][C:7]1=O)=O)C.B.Cl.C([O-])([O-])=O.[Na+].[Na+]. (5) Given the product [CH:14]1([NH:13][C:4]2[N:3]=[C:2]([NH:27][C:26]3[CH:25]=[CH:24][C:23]([N:20]4[CH2:21][CH2:22][O:17][CH2:18][CH2:19]4)=[CH:29][CH:28]=3)[N:7]=[C:6]3[NH:8][N:9]=[C:10]([S:11][CH3:12])[C:5]=23)[CH2:16][CH2:15]1, predict the reactants needed to synthesize it. The reactants are: Cl[C:2]1[N:7]=[C:6]2[NH:8][N:9]=[C:10]([S:11][CH3:12])[C:5]2=[C:4]([NH:13][CH:14]2[CH2:16][CH2:15]2)[N:3]=1.[O:17]1[CH2:22][CH2:21][N:20]([C:23]2[CH:29]=[CH:28][C:26]([NH2:27])=[CH:25][CH:24]=2)[CH2:19][CH2:18]1. (6) Given the product [F:30][C:31]1[CH:36]=[CH:35][C:34]([C:18]2[CH:19]=[CH:20][CH:21]=[C:16]([C:12]3[CH:11]=[C:10]([N:7]4[CH2:6][CH2:5][N:4]([CH3:3])[CH2:9][CH2:8]4)[CH:15]=[CH:14][N:13]=3)[CH:17]=2)=[CH:33][CH:32]=1, predict the reactants needed to synthesize it. The reactants are: N#N.[CH3:3][N:4]1[CH2:9][CH2:8][N:7]([C:10]2[CH:15]=[CH:14][N:13]=[C:12]([C:16]3[CH:17]=[C:18](OS(C(F)(F)F)(=O)=O)[CH:19]=[CH:20][CH:21]=3)[CH:11]=2)[CH2:6][CH2:5]1.[F:30][C:31]1[CH:36]=[CH:35][C:34](B(O)O)=[CH:33][CH:32]=1.C([O-])([O-])=O.[K+].[K+]. (7) Given the product [O:1]1[C:8]2[CH:7]=[C:6]([C:9]([O:11][C:13]([CH3:15])([CH3:14])[CH3:12])=[O:10])[NH:5][C:4]=2[CH:3]=[CH:2]1, predict the reactants needed to synthesize it. The reactants are: [O:1]1[C:8]2[CH:7]=[C:6]([C:9]([OH:11])=[O:10])[NH:5][C:4]=2[CH:3]=[CH:2]1.[CH3:12][C:13](O)([CH3:15])[CH3:14].